From a dataset of Full USPTO retrosynthesis dataset with 1.9M reactions from patents (1976-2016). Predict the reactants needed to synthesize the given product. (1) The reactants are: [CH2:1]([C:3]([CH2:12][CH2:13][C:14]1([CH3:19])OCCO1)([C:8]([O:10]C)=[O:9])[C:4]([O:6][CH3:7])=[O:5])[CH3:2].C1(C)C=CC(S(O)(=O)=O)=CC=1.C([O-])([O-])OC.C(C(CCC(=O)C)(C(OC)=O)C(OC)=O)C.C(=O)(O)[O-].[Na+]. Given the product [CH2:1]([C@@:3]([C:4]([O:6][CH3:7])=[O:5])([CH2:12][CH2:13][CH2:14][CH3:19])[C:8]([OH:10])=[O:9])[CH3:2], predict the reactants needed to synthesize it. (2) The reactants are: Br[C:2]1[CH:7]=[CH:6][C:5]([C:8]2[CH:13]=[CH:12][C:11]([N:14]3[CH2:18][CH2:17][C@@H:16]4[CH2:19][N:20]([CH3:22])[CH2:21][C@H:15]34)=[CH:10][CH:9]=2)=[CH:4][CH:3]=1.[N:23]1[NH:24][C:25](=[O:29])[CH:26]=[CH:27][CH:28]=1.C(=O)([O-])[O-].[K+].[K+]. Given the product [CH3:22][N:20]1[CH2:19][C@@H:16]2[C@@H:15]([NH:14][CH2:18][CH2:17]2)[CH2:21]1.[C:5]1([C:8]2[CH:9]=[CH:10][CH:11]=[CH:12][CH:13]=2)[CH:6]=[CH:7][C:2]([N:23]2[CH:28]=[CH:27][CH2:26][C:25](=[O:29])[NH:24]2)=[CH:3][CH:4]=1, predict the reactants needed to synthesize it. (3) The reactants are: [F:1][C:2]1[CH:7]=[CH:6][C:5]([C:8]2[N:9]=[C:10]([CH3:16])[S:11][C:12]=2[C:13]([NH2:15])=O)=[CH:4][CH:3]=1.COC1C=CC(P2(SP(C3C=CC(OC)=CC=3)(=S)S2)=[S:26])=CC=1. Given the product [F:1][C:2]1[CH:7]=[CH:6][C:5]([C:8]2[N:9]=[C:10]([CH3:16])[S:11][C:12]=2[C:13](=[S:26])[NH2:15])=[CH:4][CH:3]=1, predict the reactants needed to synthesize it. (4) Given the product [C:12]([C:13]1[CH:14]=[C:15]([NH2:16])[N:9]([C:4]2[CH:5]=[CH:6][C:7]([CH3:8])=[C:2]([I:1])[CH:3]=2)[N:10]=1)([CH3:19])([CH3:18])[CH3:11], predict the reactants needed to synthesize it. The reactants are: [I:1][C:2]1[CH:3]=[C:4]([NH:9][NH2:10])[CH:5]=[CH:6][C:7]=1[CH3:8].[CH3:11][C:12]([CH3:19])([CH3:18])[C:13](=O)[CH2:14][C:15]#[N:16].Cl.[OH-].[Na+]. (5) Given the product [Br:1][C:2]1[CH:10]=[C:9]([CH3:24])[C:8]2[N:7]([CH3:12])[CH2:6][CH:5]3[CH2:13][N:14]([C:17]([O:19][C:20]([CH3:23])([CH3:22])[CH3:21])=[O:18])[CH2:15][CH2:16][C:3]=1[C:4]=23, predict the reactants needed to synthesize it. The reactants are: [Br:1][C:2]1[CH:10]=[C:9](Br)[C:8]2[N:7]([CH3:12])[CH2:6][CH:5]3[CH2:13][N:14]([C:17]([O:19][C:20]([CH3:23])([CH3:22])[CH3:21])=[O:18])[CH2:15][CH2:16][C:3]=1[C:4]=23.[CH2:24]1COCC1.C([Li])(C)(C)C.CCCCCC.CI. (6) Given the product [F:41][C:13]1[CH:12]=[C:11]([CH:16]=[CH:15][C:14]=1[O:17][CH:18]([C:25]1[CH:30]=[CH:29][C:28]([C:31]2[CH:32]=[CH:33][C:34]([C:37]([F:38])([F:39])[F:40])=[CH:35][CH:36]=2)=[CH:27][CH:26]=1)[CH2:19][CH2:20][CH2:21][CH2:22][CH2:23][CH3:24])[C:10]([NH:9][CH2:8][CH2:7][C:6]([OH:43])=[O:5])=[O:42], predict the reactants needed to synthesize it. The reactants are: [OH-].[Na+].C([O:5][C:6](=[O:43])[CH2:7][CH2:8][NH:9][C:10](=[O:42])[C:11]1[CH:16]=[CH:15][C:14]([O:17][CH:18]([C:25]2[CH:30]=[CH:29][C:28]([C:31]3[CH:36]=[CH:35][C:34]([C:37]([F:40])([F:39])[F:38])=[CH:33][CH:32]=3)=[CH:27][CH:26]=2)[CH2:19][CH2:20][CH2:21][CH2:22][CH2:23][CH3:24])=[C:13]([F:41])[CH:12]=1)C. (7) Given the product [Cl:1][C:2]1[CH:7]=[CH:6][C:5]([C:8]2[N:12]([CH:13]([CH:16]3[CH2:17][CH2:18][CH2:19][CH2:20][CH2:21]3)[CH2:14][O:15][C:36]3[CH:35]=[CH:34][C:31]([C:32]#[N:33])=[CH:30][C:29]=3[F:28])[C:11]3[CH:22]=[C:23]([F:27])[C:24]([F:26])=[CH:25][C:10]=3[N:9]=2)=[CH:4][CH:3]=1, predict the reactants needed to synthesize it. The reactants are: [Cl:1][C:2]1[CH:7]=[CH:6][C:5]([C:8]2[N:12]([CH:13]([CH:16]3[CH2:21][CH2:20][CH2:19][CH2:18][CH2:17]3)[CH2:14][OH:15])[C:11]3[CH:22]=[C:23]([F:27])[C:24]([F:26])=[CH:25][C:10]=3[N:9]=2)=[CH:4][CH:3]=1.[F:28][C:29]1[CH:30]=[C:31]([CH:34]=[CH:35][C:36]=1O)[C:32]#[N:33].N(C(OC(C)(C)C)=O)=NC(OC(C)(C)C)=O.